Dataset: Full USPTO retrosynthesis dataset with 1.9M reactions from patents (1976-2016). Task: Predict the reactants needed to synthesize the given product. (1) Given the product [C:1]([O:5][C:6](=[O:37])[C:7]([S:10][C:11]1[S:12][CH:13]=[C:14]([CH2:16][CH2:17][N:18]([C:26]2[C:31]([Cl:32])=[CH:30][C:29]([C:33]([OH:35])=[O:34])=[CH:28][N:27]=2)[CH2:19][CH2:20][CH2:21][CH2:22][CH2:23][CH2:24][CH3:25])[N:15]=1)([CH3:8])[CH3:9])([CH3:2])([CH3:3])[CH3:4], predict the reactants needed to synthesize it. The reactants are: [C:1]([O:5][C:6](=[O:37])[C:7]([S:10][C:11]1[S:12][CH:13]=[C:14]([CH2:16][CH2:17][N:18]([C:26]2[C:31]([Cl:32])=[CH:30][C:29]([C:33]([O:35]C)=[O:34])=[CH:28][N:27]=2)[CH2:19][CH2:20][CH2:21][CH2:22][CH2:23][CH2:24][CH3:25])[N:15]=1)([CH3:9])[CH3:8])([CH3:4])([CH3:3])[CH3:2].[OH-].[Na+]. (2) Given the product [NH2:26][C:25]1[N:9]([C:6]2[CH:7]=[CH:8][C:3]([Br:2])=[CH:4][CH:5]=2)[N:10]=[CH:21][C:22]=1[C:23]#[N:24], predict the reactants needed to synthesize it. The reactants are: Cl.[Br:2][C:3]1[CH:8]=[CH:7][C:6]([NH:9][NH2:10])=[CH:5][CH:4]=1.C(N(CC)CC)C.C(O[CH:21]=[C:22]([C:25]#[N:26])[C:23]#[N:24])C. (3) Given the product [CH3:1][O:2][C:3]([C:5]1[S:9][C:8]([N:10]2[CH2:11][CH2:12][N:13]([S:28]([C:23]3[C:24]4[C:19](=[C:18]([N:17]([CH3:32])[CH3:16])[CH:27]=[CH:26][CH:25]=4)[CH:20]=[CH:21][CH:22]=3)(=[O:30])=[O:29])[CH2:14][CH2:15]2)=[N:7][CH:6]=1)=[O:4], predict the reactants needed to synthesize it. The reactants are: [CH3:1][O:2][C:3]([C:5]1[S:9][C:8]([N:10]2[CH2:15][CH2:14][NH:13][CH2:12][CH2:11]2)=[N:7][CH:6]=1)=[O:4].[CH3:16][N:17]([CH3:32])[C:18]1[CH:27]=[CH:26][CH:25]=[C:24]2[C:19]=1[CH:20]=[CH:21][CH:22]=[C:23]2[S:28](Cl)(=[O:30])=[O:29].C(N(CC)CC)C.O. (4) Given the product [CH3:1][CH:2]1[CH2:4][N:3]1[S:11]([C:8]1[CH:9]=[CH:10][C:5]([CH3:15])=[CH:6][CH:7]=1)(=[O:13])=[O:12], predict the reactants needed to synthesize it. The reactants are: [CH3:1][CH:2]1[CH2:4][NH:3]1.[C:5]1([CH3:15])[CH:10]=[CH:9][C:8]([S:11](Cl)(=[O:13])=[O:12])=[CH:7][CH:6]=1.